The task is: Regression. Given two drug SMILES strings and cell line genomic features, predict the synergy score measuring deviation from expected non-interaction effect.. This data is from NCI-60 drug combinations with 297,098 pairs across 59 cell lines. (1) Drug 1: CC1=C(C=C(C=C1)NC(=O)C2=CC=C(C=C2)CN3CCN(CC3)C)NC4=NC=CC(=N4)C5=CN=CC=C5. Drug 2: CC1CCCC2(C(O2)CC(NC(=O)CC(C(C(=O)C(C1O)C)(C)C)O)C(=CC3=CSC(=N3)C)C)C. Cell line: HS 578T. Synergy scores: CSS=64.8, Synergy_ZIP=3.90, Synergy_Bliss=3.87, Synergy_Loewe=2.66, Synergy_HSA=4.91. (2) Drug 1: CNC(=O)C1=NC=CC(=C1)OC2=CC=C(C=C2)NC(=O)NC3=CC(=C(C=C3)Cl)C(F)(F)F. Drug 2: CN(C(=O)NC(C=O)C(C(C(CO)O)O)O)N=O. Cell line: MOLT-4. Synergy scores: CSS=-2.79, Synergy_ZIP=3.62, Synergy_Bliss=2.89, Synergy_Loewe=-5.64, Synergy_HSA=-5.35. (3) Drug 1: C1CN1C2=NC(=NC(=N2)N3CC3)N4CC4. Drug 2: C(CN)CNCCSP(=O)(O)O. Cell line: SF-268. Synergy scores: CSS=21.0, Synergy_ZIP=-10.6, Synergy_Bliss=-3.54, Synergy_Loewe=-28.5, Synergy_HSA=-4.14. (4) Drug 1: CC1C(C(=O)NC(C(=O)N2CCCC2C(=O)N(CC(=O)N(C(C(=O)O1)C(C)C)C)C)C(C)C)NC(=O)C3=C4C(=C(C=C3)C)OC5=C(C(=O)C(=C(C5=N4)C(=O)NC6C(OC(=O)C(N(C(=O)CN(C(=O)C7CCCN7C(=O)C(NC6=O)C(C)C)C)C)C(C)C)C)N)C. Drug 2: CCCCC(=O)OCC(=O)C1(CC(C2=C(C1)C(=C3C(=C2O)C(=O)C4=C(C3=O)C=CC=C4OC)O)OC5CC(C(C(O5)C)O)NC(=O)C(F)(F)F)O. Cell line: HCC-2998. Synergy scores: CSS=78.0, Synergy_ZIP=4.23, Synergy_Bliss=7.06, Synergy_Loewe=11.1, Synergy_HSA=9.93. (5) Drug 1: C1CCC(CC1)NC(=O)N(CCCl)N=O. Drug 2: CCCCC(=O)OCC(=O)C1(CC(C2=C(C1)C(=C3C(=C2O)C(=O)C4=C(C3=O)C=CC=C4OC)O)OC5CC(C(C(O5)C)O)NC(=O)C(F)(F)F)O. Cell line: HCT-15. Synergy scores: CSS=19.3, Synergy_ZIP=-6.89, Synergy_Bliss=-2.75, Synergy_Loewe=-3.12, Synergy_HSA=-3.75. (6) Drug 1: CC1C(C(CC(O1)OC2CC(CC3=C2C(=C4C(=C3O)C(=O)C5=C(C4=O)C(=CC=C5)OC)O)(C(=O)CO)O)N)O.Cl. Drug 2: CC12CCC3C(C1CCC2=O)CC(=C)C4=CC(=O)C=CC34C. Cell line: HT29. Synergy scores: CSS=-0.740, Synergy_ZIP=0.827, Synergy_Bliss=0.838, Synergy_Loewe=-1.99, Synergy_HSA=-1.51. (7) Drug 1: CCN(CC)CCCC(C)NC1=C2C=C(C=CC2=NC3=C1C=CC(=C3)Cl)OC. Drug 2: C1CC(=O)NC(=O)C1N2C(=O)C3=CC=CC=C3C2=O. Cell line: HOP-62. Synergy scores: CSS=26.0, Synergy_ZIP=0.872, Synergy_Bliss=-1.56, Synergy_Loewe=-10.6, Synergy_HSA=-2.80. (8) Drug 1: CN1C(=O)N2C=NC(=C2N=N1)C(=O)N. Drug 2: CC=C1C(=O)NC(C(=O)OC2CC(=O)NC(C(=O)NC(CSSCCC=C2)C(=O)N1)C(C)C)C(C)C. Cell line: BT-549. Synergy scores: CSS=33.0, Synergy_ZIP=0.386, Synergy_Bliss=-0.0990, Synergy_Loewe=-40.4, Synergy_HSA=-0.906. (9) Drug 1: CC1=C(C(=CC=C1)Cl)NC(=O)C2=CN=C(S2)NC3=CC(=NC(=N3)C)N4CCN(CC4)CCO. Drug 2: CC1CCC2CC(C(=CC=CC=CC(CC(C(=O)C(C(C(=CC(C(=O)CC(OC(=O)C3CCCCN3C(=O)C(=O)C1(O2)O)C(C)CC4CCC(C(C4)OC)OP(=O)(C)C)C)C)O)OC)C)C)C)OC. Cell line: SK-OV-3. Synergy scores: CSS=62.7, Synergy_ZIP=-0.0253, Synergy_Bliss=-0.566, Synergy_Loewe=6.42, Synergy_HSA=6.90.